From a dataset of Catalyst prediction with 721,799 reactions and 888 catalyst types from USPTO. Predict which catalyst facilitates the given reaction. (1) Reactant: [CH2:1]([S:3][C:4]1[C:9]([C:10]([OH:12])=O)=[CH:8][CH:7]=[C:6]([C:13]([F:16])([F:15])[F:14])[N:5]=1)[CH3:2].[CH3:17][NH:18][C:19]1[N:24]=[C:23]2[N:25]([CH3:32])[C:26]([C:28]([F:31])([F:30])[F:29])=[N:27][C:22]2=[CH:21][C:20]=1[NH2:33].CN(C(ON1N=NC2C=CC=NC1=2)=[N+](C)C)C.F[P-](F)(F)(F)(F)F.CCN(C(C)C)C(C)C. Product: [CH2:1]([S:3][C:4]1[C:9]([C:10]([NH:33][C:20]2[CH:21]=[C:22]3[N:27]=[C:26]([C:28]([F:31])([F:30])[F:29])[N:25]([CH3:32])[C:23]3=[N:24][C:19]=2[NH:18][CH3:17])=[O:12])=[CH:8][CH:7]=[C:6]([C:13]([F:16])([F:15])[F:14])[N:5]=1)[CH3:2]. The catalyst class is: 3. (2) Reactant: Br[C:2]1[CH:7]=[CH:6][C:5]([NH:8][CH2:9][C:10]2[CH:15]=[CH:14][C:13]([F:16])=[CH:12][C:11]=2[C:17]2[CH:18]=[CH:19][C:20]([C:23]([NH:25][CH2:26][CH2:27][C:28]([O:30][CH2:31][CH3:32])=[O:29])=[O:24])=[N:21][CH:22]=2)=[CH:4][C:3]=1[F:33].[Cl:34][C:35]1[CH:36]=[C:37](B(O)O)[CH:38]=[CH:39][C:40]=1[Cl:41].C([O-])([O-])=O.[K+].[K+].O. Product: [Cl:34][C:35]1[CH:36]=[C:37]([C:2]2[CH:7]=[CH:6][C:5]([NH:8][CH2:9][C:10]3[CH:15]=[CH:14][C:13]([F:16])=[CH:12][C:11]=3[C:17]3[CH:18]=[CH:19][C:20]([C:23]([NH:25][CH2:26][CH2:27][C:28]([O:30][CH2:31][CH3:32])=[O:29])=[O:24])=[N:21][CH:22]=3)=[CH:4][C:3]=2[F:33])[CH:38]=[CH:39][C:40]=1[Cl:41]. The catalyst class is: 800. (3) Reactant: [OH:1][C:2]([CH3:18])([CH3:17])[CH2:3][O:4][C:5]1[CH:15]=[CH:14][C:8]([C:9]([O:11]CC)=[O:10])=[CH:7][C:6]=1[CH3:16].[OH-].[Na+]. The catalyst class is: 40. Product: [OH:1][C:2]([CH3:18])([CH3:17])[CH2:3][O:4][C:5]1[CH:15]=[CH:14][C:8]([C:9]([OH:11])=[O:10])=[CH:7][C:6]=1[CH3:16]. (4) Reactant: [Br:1][C:2]1[CH:7]=[CH:6][N:5]=[C:4]([C:8]([O:10]C)=O)[CH:3]=1.Cl.[CH:13]([C:16]1[CH:21]=[CH:20][C:19]([NH2:22])=[CH:18][C:17]=1[CH3:23])([CH3:15])[CH3:14].CN(C(ON1N=NC2C=CC=NC1=2)=[N+](C)C)C.F[P-](F)(F)(F)(F)F.CCN(C(C)C)C(C)C. Product: [Br:1][C:2]1[CH:7]=[CH:6][N:5]=[C:4]([C:8]([NH:22][C:19]2[CH:20]=[CH:21][C:16]([CH:13]([CH3:14])[CH3:15])=[C:17]([CH3:23])[CH:18]=2)=[O:10])[CH:3]=1. The catalyst class is: 59. (5) Reactant: [Cl:1][C:2]1[CH:17]=[CH:16][C:5]([O:6][C:7]2[CH:12]=[CH:11][C:10]([N+:13]([O-])=O)=[CH:9][N:8]=2)=[C:4]([CH3:18])[CH:3]=1.[H][H]. Product: [Cl:1][C:2]1[CH:17]=[CH:16][C:5]([O:6][C:7]2[CH:12]=[CH:11][C:10]([NH2:13])=[CH:9][N:8]=2)=[C:4]([CH3:18])[CH:3]=1. The catalyst class is: 261. (6) Reactant: [Br:1][C:2]1[CH:3]=[CH:4][C:5]2[CH2:12][NH:11][C:10]3[CH:13]=[CH:14][C:15]([Cl:17])=[CH:16][C:9]=3[CH:8]=[CH:7][C:6]=2[CH:18]=1.N1C=CC=CC=1.[N:25]1([S:31](Cl)(=[O:33])=[O:32])[CH2:30][CH2:29][O:28][CH2:27][CH2:26]1. Product: [Br:1][C:2]1[CH:3]=[CH:4][C:5]2[CH2:12][N:11]([S:31]([N:25]3[CH2:30][CH2:29][O:28][CH2:27][CH2:26]3)(=[O:33])=[O:32])[C:10]3[CH:13]=[CH:14][C:15]([Cl:17])=[CH:16][C:9]=3[CH:8]=[CH:7][C:6]=2[CH:18]=1. The catalyst class is: 68. (7) Reactant: C[N:2](C)[CH:3]=[CH:4][C:5]#N.CC[O-].[Na+].Cl.[C:13]([O:17][C:18](=[O:26])[NH:19][C:20]1([C:23](=[NH:25])[NH2:24])[CH2:22][CH2:21]1)([CH3:16])([CH3:15])[CH3:14].[NH4+].[Cl-].N. Product: [C:13]([O:17][C:18](=[O:26])[NH:19][C:20]1([C:23]2[N:24]=[C:3]([NH2:2])[CH:4]=[CH:5][N:25]=2)[CH2:22][CH2:21]1)([CH3:16])([CH3:14])[CH3:15]. The catalyst class is: 351. (8) Reactant: [CH3:1][C:2]1[CH:3]=[N:4][N:5]([CH2:7][CH2:8][CH:9]2[CH2:14][CH2:13][N:12](C(OC(C)(C)C)=O)[CH2:11][CH2:10]2)[CH:6]=1.Cl.O1CCOCC1. Product: [CH3:1][C:2]1[CH:3]=[N:4][N:5]([CH2:7][CH2:8][CH:9]2[CH2:14][CH2:13][NH:12][CH2:11][CH2:10]2)[CH:6]=1. The catalyst class is: 5. (9) Reactant: [Cl:1][C:2]1[CH:7]=[C:6]([Cl:8])[CH:5]=[CH:4][C:3]=1[CH:9]([CH3:14])[C:10]([O:12]C)=[O:11].[OH-].[Na+]. Product: [Cl:1][C:2]1[CH:7]=[C:6]([Cl:8])[CH:5]=[CH:4][C:3]=1[CH:9]([CH3:14])[C:10]([OH:12])=[O:11]. The catalyst class is: 24. (10) Reactant: [C:1]([C:3]1[CH:8]=[CH:7][C:6]([N:9]2[C:13]([C:14]3[C:15](=[O:33])[N:16]([CH3:32])[C:17](=[O:31])[N:18]([C:21]4[CH:26]=[CH:25][CH:24]=[C:23]([C:27]([F:30])([F:29])[F:28])[CH:22]=4)[C:19]=3[CH3:20])=[C:12]([S:34]([NH2:37])(=[O:36])=[O:35])[CH:11]=[N:10]2)=[CH:5][CH:4]=1)#[N:2].[C:38](O)(=[O:45])[C:39]1[CH:44]=[CH:43][CH:42]=[CH:41][CH:40]=1.Cl.C(N=C=NCCCN(C)C)C.Cl. Product: [C:1]([C:3]1[CH:8]=[CH:7][C:6]([N:9]2[C:13]([C:14]3[C:15](=[O:33])[N:16]([CH3:32])[C:17](=[O:31])[N:18]([C:21]4[CH:26]=[CH:25][CH:24]=[C:23]([C:27]([F:30])([F:29])[F:28])[CH:22]=4)[C:19]=3[CH3:20])=[C:12]([S:34]([NH:37][C:38](=[O:45])[C:39]3[CH:44]=[CH:43][CH:42]=[CH:41][CH:40]=3)(=[O:36])=[O:35])[CH:11]=[N:10]2)=[CH:5][CH:4]=1)#[N:2]. The catalyst class is: 766.